This data is from Peptide-MHC class II binding affinity with 134,281 pairs from IEDB. The task is: Regression. Given a peptide amino acid sequence and an MHC pseudo amino acid sequence, predict their binding affinity value. This is MHC class II binding data. (1) The MHC is DRB1_1501 with pseudo-sequence DRB1_1501. The binding affinity (normalized) is 0.401. The peptide sequence is FYKTLRAEQASQE. (2) The MHC is DRB4_0101 with pseudo-sequence DRB4_0103. The binding affinity (normalized) is 0.304. The peptide sequence is TPTSLLISWGHYPLH. (3) The MHC is HLA-DQA10201-DQB10303 with pseudo-sequence HLA-DQA10201-DQB10303. The binding affinity (normalized) is 0. The peptide sequence is KLAQRRVFHGVAKNP. (4) The peptide sequence is EKKYFAATQPEPLAA. The MHC is HLA-DQA10501-DQB10301 with pseudo-sequence HLA-DQA10501-DQB10301. The binding affinity (normalized) is 0.404. (5) The peptide sequence is FVNTLVASSGSYAAT. The MHC is DRB3_0101 with pseudo-sequence DRB3_0101. The binding affinity (normalized) is 0.288. (6) The peptide sequence is NRNNTFKPFAEYKSDYVYQPFPK. The MHC is DRB1_0701 with pseudo-sequence DRB1_0701. The binding affinity (normalized) is 0.325.